This data is from HIV replication inhibition screening data with 41,000+ compounds from the AIDS Antiviral Screen. The task is: Binary Classification. Given a drug SMILES string, predict its activity (active/inactive) in a high-throughput screening assay against a specified biological target. (1) The compound is COc1ccc2c(c1)CCc1cnoc1-2. The result is 0 (inactive). (2) The result is 0 (inactive). The drug is CCC12CN(C(=O)OC)C3C(Br)C1CCC(=O)C32. (3) The molecule is Oc1ccc(-c2c3ccccc3c(-c3ccc(OCCBr)cc3)c3ccccc23)cc1. The result is 0 (inactive).